This data is from Full USPTO retrosynthesis dataset with 1.9M reactions from patents (1976-2016). The task is: Predict the reactants needed to synthesize the given product. (1) Given the product [CH2:6]([N:41]([CH2:40][C:5]1[CH:10]=[CH:9][C:8]([NH:11][C:12](=[O:27])[C:13]2[CH:18]=[CH:17][C:16]([CH2:19][N:20]([CH2:21][C:22]3[NH:23][CH:24]=[CH:25][N:26]=3)[CH2:38][C:36]3[CH:35]=[CH:34][CH:33]=[C:32]([Br:31])[N:37]=3)=[CH:15][CH:14]=2)=[CH:7][CH:6]=1)[CH2:7][CH2:8][CH3:9])[CH2:5][CH3:10], predict the reactants needed to synthesize it. The reactants are: C(N(CCC)[C:5]1[CH:10]=[CH:9][C:8]([NH:11][C:12](=[O:27])[C:13]2[CH:18]=[CH:17][C:16]([CH2:19][NH:20][CH2:21][C:22]3[NH:23][CH:24]=[CH:25][N:26]=3)=[CH:15][CH:14]=2)=[CH:7][CH:6]=1)CC.[Br:31][C:32]1[N:37]=[C:36]([CH:38]=O)[CH:35]=[CH:34][CH:33]=1.[C:40]([BH3-])#[N:41].[Na+].[OH-].[Na+]. (2) Given the product [OH:41][NH:40][C:3]([C:5]1[CH:10]=[N:9][C:8]([N:11]2[CH2:36][CH2:35][C:14]3[NH:15][C:16]4[CH:17]=[CH:18][C:19]([C:22]5[O:23][C:24]([CH2:27][N:28]6[CH2:33][CH2:32][N:31]([CH3:34])[CH2:30][CH2:29]6)=[CH:25][CH:26]=5)=[CH:20][C:21]=4[C:13]=3[CH2:12]2)=[N:7][CH:6]=1)=[O:4], predict the reactants needed to synthesize it. The reactants are: CO[C:3]([C:5]1[CH:6]=[N:7][C:8]([N:11]2[CH2:36][CH2:35][C:14]3[NH:15][C:16]4[CH:17]=[CH:18][C:19]([C:22]5[O:23][C:24]([CH2:27][N:28]6[CH2:33][CH2:32][N:31]([CH3:34])[CH2:30][CH2:29]6)=[CH:25][CH:26]=5)=[CH:20][C:21]=4[C:13]=3[CH2:12]2)=[N:9][CH:10]=1)=[O:4].C(Cl)Cl.[NH2:40][OH:41].[OH-].[Na+].